Dataset: Forward reaction prediction with 1.9M reactions from USPTO patents (1976-2016). Task: Predict the product of the given reaction. (1) The product is: [ClH:28].[C:1]([NH:5][S:6]([C:9]1[CH:10]=[N:11][C:12]([N:15]2[C:19](=[O:20])[C:18]([CH2:21][C:22]3[CH:23]=[N:24][CH:25]=[CH:26][CH:27]=3)=[CH:17][NH:16]2)=[CH:13][CH:14]=1)(=[O:8])=[O:7])([CH3:4])([CH3:2])[CH3:3]. Given the reactants [C:1]([NH:5][S:6]([C:9]1[CH:10]=[N:11][C:12]([N:15]2[C:19](=[O:20])[C:18]([CH2:21][C:22]3[CH:23]=[N:24][CH:25]=[CH:26][CH:27]=3)=[CH:17][NH:16]2)=[CH:13][CH:14]=1)(=[O:8])=[O:7])([CH3:4])([CH3:3])[CH3:2].[ClH:28], predict the reaction product. (2) Given the reactants [Br:1][C:2]1[CH:8]=[CH:7][C:5]([NH2:6])=[C:4]([F:9])[CH:3]=1.ClC([O:13][C:14]1[CH:19]=[CH:18][C:17]([N+:20]([O-])=O)=[CH:16][CH:15]=1)=O.C(Cl)Cl.[CH2:26](N(CC)CC)C.Cl.CN[C@@H]1CC[C@H:39]([OH:42])CC1, predict the reaction product. The product is: [Br:1][C:2]1[CH:8]=[CH:7][C:5]([NH:6][C:39](=[O:42])[N:20]([CH:17]2[CH2:16][CH2:15][CH:14]([OH:13])[CH2:19][CH2:18]2)[CH3:26])=[C:4]([F:9])[CH:3]=1.